From a dataset of Reaction yield outcomes from USPTO patents with 853,638 reactions. Predict the reaction yield, written as a fraction of the theoretical maximum amount of product (1.0 means a 100% yield; for example, 0.34 means a 34% yield). (1) The reactants are [CH2:1]([O:3][C:4](=[O:19])[C:5](=O)[CH2:6][C:7](=[O:17])/[CH:8]=[CH:9]/[C:10]1[CH:15]=[CH:14][C:13]([Cl:16])=[CH:12][CH:11]=1)[CH3:2].C([O-])(=O)C.[NH4+:24]. The catalyst is CCO. The product is [CH2:1]([O:3][C:4](=[O:19])/[C:5](/[NH2:24])=[CH:6]/[C:7](=[O:17])/[CH:8]=[CH:9]/[C:10]1[CH:15]=[CH:14][C:13]([Cl:16])=[CH:12][CH:11]=1)[CH3:2]. The yield is 0.860. (2) The reactants are [C:1]([C:4]1[CH:9]=[CH:8][CH:7]=[CH:6][C:5]=1[S:10][C:11]1[CH:19]=[CH:18][C:17]([C:20]([F:23])([F:22])[F:21])=[CH:16][C:12]=1[C:13](O)=[O:14])(O)=[O:2].C(C1C=CC=C([N+]([O-])=O)C=1SC1C=CC(F)=CC=1C(O)=O)(O)=O.B. No catalyst specified. The product is [OH:14][CH2:13][C:12]1[CH:16]=[C:17]([C:20]([F:21])([F:22])[F:23])[CH:18]=[CH:19][C:11]=1[S:10][C:5]1[CH:6]=[CH:7][CH:8]=[CH:9][C:4]=1[CH2:1][OH:2]. The yield is 0.830. (3) The reactants are Cl[C:2]1[C:11]2[C:6](=[CH:7][C:8]([O:14][CH3:15])=[C:9]([O:12][CH3:13])[CH:10]=2)[N:5]=[CH:4][CH:3]=1.[CH3:16][C:17]([C:19]1[C:24]([O:25][CH3:26])=[CH:23][C:22]([O:27][CH3:28])=[CH:21][C:20]=1[OH:29])=[O:18]. The catalyst is CN(C)C1C=CN=CC=1.ClC1C=CC=CC=1Cl. The product is [CH3:28][O:27][C:22]1[CH:23]=[C:24]([O:25][CH3:26])[C:19]([C:17](=[O:18])[CH3:16])=[C:20]([O:29][C:2]2[C:11]3[C:6](=[CH:7][C:8]([O:14][CH3:15])=[C:9]([O:12][CH3:13])[CH:10]=3)[N:5]=[CH:4][CH:3]=2)[CH:21]=1. The yield is 0.270.